Dataset: Reaction yield outcomes from USPTO patents with 853,638 reactions. Task: Predict the reaction yield, written as a fraction of the theoretical maximum amount of product (1.0 means a 100% yield; for example, 0.34 means a 34% yield). (1) The reactants are [F:1][C:2]([F:18])([F:17])[C:3]1[CH:4]=[C:5]([CH:8]=[C:9]([C:13]([F:16])([F:15])[F:14])[C:10]=1OC)[CH:6]=[O:7].B(Br)(Br)Br.[OH2:23]. The catalyst is C(Cl)Cl. The product is [OH:23][C:4]1[C:3]([C:2]([F:18])([F:17])[F:1])=[CH:10][C:9]([C:13]([F:16])([F:15])[F:14])=[CH:8][C:5]=1[CH:6]=[O:7]. The yield is 0.700. (2) The reactants are [CH2:1]([NH2:17])[CH2:2][CH2:3][CH2:4][CH2:5][CH2:6][CH2:7][CH2:8][CH2:9][CH2:10][CH2:11][CH2:12][CH2:13][CH2:14][CH2:15][CH3:16].[CH2:18]([NH:21][S:22](Cl)(=[O:24])=[O:23])[CH2:19][CH3:20]. No catalyst specified. The product is [CH2:1]([NH:17][S:22]([NH:21][CH2:18][CH2:19][CH3:20])(=[O:24])=[O:23])[CH2:2][CH2:3][CH2:4][CH2:5][CH2:6][CH2:7][CH2:8][CH2:9][CH2:10][CH2:11][CH2:12][CH2:13][CH2:14][CH2:15][CH3:16]. The yield is 0.700. (3) The reactants are [N+]([C:4]1[CH:5]=[C:6]([C:12]#[N:13])[C:7](=[CH:10][CH:11]=1)[C:8]#[N:9])([O-])=O.[CH3:14][C:15]1[CH:20]=[CH:19][CH:18]=[C:17]([CH3:21])[C:16]=1[OH:22].C([O-])([O-])=O.[K+].[K+].CN(C=O)C. The catalyst is O. The product is [CH3:14][C:15]1[CH:20]=[CH:19][CH:18]=[C:17]([CH3:21])[C:16]=1[O:22][C:4]1[CH:5]=[C:6]([C:12]#[N:13])[C:7](=[CH:10][CH:11]=1)[C:8]#[N:9]. The yield is 0.870. (4) The reactants are [F:1][C:2]1[CH:7]=[CH:6][CH:5]=[C:4]([F:8])[C:3]=1[C:9]1[N:14]=[C:13]([C:15]([O:17]C)=[O:16])[CH:12]=[CH:11][C:10]=1[F:19].O.[OH-].[Li+].C1COCC1.Cl. The catalyst is O. The product is [F:1][C:2]1[CH:7]=[CH:6][CH:5]=[C:4]([F:8])[C:3]=1[C:9]1[N:14]=[C:13]([C:15]([OH:17])=[O:16])[CH:12]=[CH:11][C:10]=1[F:19]. The yield is 0.810. (5) The reactants are [CH3:1][C:2]([CH3:13])([CH3:12])[C@@H:3]([C:5]([O:7][C:8]([CH3:11])([CH3:10])[CH3:9])=[O:6])[NH2:4].C(N(CC)CC)C.[CH3:21][S:22](Cl)(=[O:24])=[O:23]. The catalyst is ClCCl.CN(C)C1C=CN=CC=1. The product is [CH3:1][C:2]([CH3:13])([CH3:12])[C@@H:3]([C:5]([O:7][C:8]([CH3:11])([CH3:10])[CH3:9])=[O:6])[NH:4][S:22]([CH3:21])(=[O:24])=[O:23]. The yield is 1.00. (6) The reactants are [Cl:1][C:2]1[C:11]2[C:6](=[CH:7][CH:8]=[CH:9][CH:10]=2)[N:5]=[C:4](I)[C:3]=1[F:13].C(O)CCC.C(=O)([O-])[O-].[Cs+].[Cs+].[O:25]1[C:29]2[CH:30]=[CH:31][C:32](B(O)O)=[CH:33][C:28]=2[O:27][CH2:26]1. The catalyst is C1(C)C=CC=CC=1.C1C=CC([P]([Pd]([P](C2C=CC=CC=2)(C2C=CC=CC=2)C2C=CC=CC=2)([P](C2C=CC=CC=2)(C2C=CC=CC=2)C2C=CC=CC=2)[P](C2C=CC=CC=2)(C2C=CC=CC=2)C2C=CC=CC=2)(C2C=CC=CC=2)C2C=CC=CC=2)=CC=1.O. The product is [O:25]1[C:29]2[CH:30]=[CH:31][C:32]([C:4]3[C:3]([F:13])=[C:2]([Cl:1])[C:11]4[C:6](=[CH:7][CH:8]=[CH:9][CH:10]=4)[N:5]=3)=[CH:33][C:28]=2[O:27][CH2:26]1. The yield is 0.570. (7) The reactants are [C:1]1([S:7]([N:10]2[C:14]3=[N:15][CH:16]=[C:17]([NH:19][C:20](=[O:26])[O:21][C:22]([CH3:25])([CH3:24])[CH3:23])[CH:18]=[C:13]3[CH:12]=[CH:11]2)(=[O:9])=[O:8])[CH:6]=[CH:5][CH:4]=[CH:3][CH:2]=1.C([Li])(C)(C)C.[I:32]I. The catalyst is O1CCCC1. The product is [I:32][C:11]1[N:10]([S:7]([C:1]2[CH:2]=[CH:3][CH:4]=[CH:5][CH:6]=2)(=[O:9])=[O:8])[C:14]2=[N:15][CH:16]=[C:17]([NH:19][C:20](=[O:26])[O:21][C:22]([CH3:23])([CH3:25])[CH3:24])[CH:18]=[C:13]2[CH:12]=1. The yield is 0.560.